Dataset: Reaction yield outcomes from USPTO patents with 853,638 reactions. Task: Predict the reaction yield, written as a fraction of the theoretical maximum amount of product (1.0 means a 100% yield; for example, 0.34 means a 34% yield). (1) The reactants are [Br:1][C:2]1[CH:7]=[CH:6][C:5]([NH:8][C:9]2[C:10]([C:17]([OH:19])=O)=[CH:11][N:12]([CH3:16])[C:13](=[O:15])[CH:14]=2)=[C:4]([F:20])[CH:3]=1.CCN=C=NCCCN(C)C.C1C=CC2N(O)N=NC=2C=1.[CH:42]1([CH2:45][O:46][NH2:47])[CH2:44][CH2:43]1.CCN(CC)CC. The catalyst is CN(C=O)C.CCOC(C)=O. The product is [CH:42]1([CH2:45][O:46][NH:47][C:17]([C:10]2[C:9]([NH:8][C:5]3[CH:6]=[CH:7][C:2]([Br:1])=[CH:3][C:4]=3[F:20])=[CH:14][C:13](=[O:15])[N:12]([CH3:16])[CH:11]=2)=[O:19])[CH2:44][CH2:43]1. The yield is 0.890. (2) The reactants are [Cl:31][C:28]1[CH:29]=[CH:30][C:25]([S:24][S:24][C:25]2[CH:30]=[CH:29][C:28]([Cl:31])=[CH:27][C:26]=2[NH:32][S:33]([C:36]2[CH:41]=[CH:40][C:39]([Cl:42])=[C:38]([C:43]([F:46])([F:45])[F:44])[CH:37]=2)(=[O:35])=[O:34])=[C:26]([NH:32][S:33]([C:36]2[CH:41]=[CH:40][C:39]([Cl:42])=[C:38]([C:43]([F:44])([F:45])[F:46])[CH:37]=2)(=[O:34])=[O:35])[CH:27]=1.C1(P(C2C=CC=CC=2)C2C=CC=CC=2)C=CC=CC=1.[C:66]1(=[O:71])[CH2:70][CH2:69][CH:68]=[CH:67]1.CC1C=CC(S(O)(=O)=O)=CC=1. The catalyst is C(Cl)Cl.CO.O. The product is [Cl:42][C:39]1[CH:40]=[CH:41][C:36]([S:33]([NH:32][C:26]2[CH:27]=[C:28]([Cl:31])[CH:29]=[CH:30][C:25]=2[S:24][CH:68]2[CH2:69][CH2:70][C:66](=[O:71])[CH2:67]2)(=[O:34])=[O:35])=[CH:37][C:38]=1[C:43]([F:46])([F:45])[F:44]. The yield is 1.00.